Dataset: Peptide-MHC class II binding affinity with 134,281 pairs from IEDB. Task: Regression. Given a peptide amino acid sequence and an MHC pseudo amino acid sequence, predict their binding affinity value. This is MHC class II binding data. The peptide sequence is VPLEVKREACPGTSV. The MHC is HLA-DQA10201-DQB10301 with pseudo-sequence HLA-DQA10201-DQB10301. The binding affinity (normalized) is 0.778.